This data is from Full USPTO retrosynthesis dataset with 1.9M reactions from patents (1976-2016). The task is: Predict the reactants needed to synthesize the given product. (1) Given the product [S:1]1[C:5]2[CH:6]=[CH:7][CH:8]=[CH:9][C:4]=2[N:3]=[C:2]1[N:10]1[C:14](=[O:15])[C:13](=[CH:25][N:26]([CH3:28])[CH3:27])[C:12]([C:16]2[CH:21]=[CH:20][CH:19]=[C:18]([I:22])[CH:17]=2)=[N:11]1, predict the reactants needed to synthesize it. The reactants are: [S:1]1[C:5]2[CH:6]=[CH:7][CH:8]=[CH:9][C:4]=2[N:3]=[C:2]1[N:10]1[C:14](=[O:15])[CH:13]=[C:12]([C:16]2[CH:21]=[CH:20][CH:19]=[C:18]([I:22])[CH:17]=2)[NH:11]1.CO[CH:25](OC)[N:26]([CH3:28])[CH3:27].C(OCC)C. (2) Given the product [OH:8][C:9]1[CH:10]=[C:11]([O:15][S:16]([C:19]2[CH:24]=[CH:23][CH:22]=[CH:21][C:20]=2[Cl:25])(=[O:18])=[O:17])[CH:12]=[CH:13][CH:14]=1, predict the reactants needed to synthesize it. The reactants are: C([O:8][C:9]1[CH:10]=[C:11]([O:15][S:16]([C:19]2[CH:24]=[CH:23][CH:22]=[CH:21][C:20]=2[Cl:25])(=[O:18])=[O:17])[CH:12]=[CH:13][CH:14]=1)C1C=CC=CC=1. (3) Given the product [NH2:30][CH2:29][C@H:27]1[CH2:26][C@H:25]([N:8]2[C:4]3[N:5]=[CH:6][N:7]=[C:2]([NH2:1])[C:3]=3[C:10]([C:11]3[CH:16]=[CH:15][CH:14]=[C:13]([O:17][CH2:18][C:19]4[CH:24]=[CH:23][CH:22]=[CH:21][CH:20]=4)[CH:12]=3)=[CH:9]2)[CH2:28]1, predict the reactants needed to synthesize it. The reactants are: [NH2:1][C:2]1[C:3]2[C:10]([C:11]3[CH:16]=[CH:15][CH:14]=[C:13]([O:17][CH2:18][C:19]4[CH:24]=[CH:23][CH:22]=[CH:21][CH:20]=4)[CH:12]=3)=[CH:9][N:8]([C@H:25]3[CH2:28][C@H:27]([CH2:29][N:30]4C(=O)C5C(=CC=CC=5)C4=O)[CH2:26]3)[C:4]=2[N:5]=[CH:6][N:7]=1.O.NN. (4) Given the product [CH3:11][NH:10][S:7]([CH2:6][CH2:5][CH2:4][CH2:3][CH2:2][NH:1][C:17](=[O:18])[O:16][C:13]([CH3:15])([CH3:14])[CH3:12])(=[O:9])=[O:8], predict the reactants needed to synthesize it. The reactants are: [NH2:1][CH2:2][CH2:3][CH2:4][CH2:5][CH2:6][S:7]([NH:10][CH3:11])(=[O:9])=[O:8].[CH3:12][C:13]([O:16][C:17](O[C:17]([O:16][C:13]([CH3:15])([CH3:14])[CH3:12])=[O:18])=[O:18])([CH3:15])[CH3:14]. (5) Given the product [CH2:6]([O:13][C:14]1[CH:19]=[C:18]([CH2:20][CH:21]([N+:24]([O-:26])=[O:25])[CH2:22][CH3:23])[CH:17]=[CH:16][C:15]=1[O:27][CH3:28])[C:7]1[CH:8]=[CH:9][CH:10]=[CH:11][CH:12]=1, predict the reactants needed to synthesize it. The reactants are: [BH4-].[Na+].C(O)C.[CH2:6]([O:13][C:14]1[CH:19]=[C:18]([CH:20]=[C:21]([N+:24]([O-:26])=[O:25])[CH2:22][CH3:23])[CH:17]=[CH:16][C:15]=1[O:27][CH3:28])[C:7]1[CH:12]=[CH:11][CH:10]=[CH:9][CH:8]=1.Cl.